This data is from Full USPTO retrosynthesis dataset with 1.9M reactions from patents (1976-2016). The task is: Predict the reactants needed to synthesize the given product. (1) Given the product [C:14]([O:13][CH2:12][C:11]1[C:17]([CH2:22][C:23]2[C:24](=[O:25])[O:26][CH2:27][CH:28]=2)=[CH:18][CH:19]=[C:9]([C:29]([O:32][C:10]([CH3:21])([CH3:11])[CH3:9])=[O:31])[C:10]=1[CH3:21])(=[O:16])[CH3:15], predict the reactants needed to synthesize it. The reactants are: C(OC(N[C:9]1[C:10]([CH3:21])=[C:11]([C:17](I)=[CH:18][CH:19]=1)[CH2:12][O:13][C:14](=[O:16])[CH3:15])=O)(C)(C)C.[CH2:22]=[C:23]1[CH2:28][CH2:27][O:26][C:24]1=[O:25].[C:29]([O-:32])(=[O:31])C.[K+]. (2) Given the product [C:1]([O:4][CH2:5][C:6]1[C:7]([N:40]2[CH2:51][CH2:50][N:49]3[C:42](=[CH:43][C:44]4[CH2:45][C:46]([CH3:53])([CH3:52])[CH2:47][C:48]=43)[C:41]2=[O:54])=[N:8][CH:9]=[CH:10][C:11]=1[C:12]1[CH:13]=[C:14]([NH:20][C:21]2[CH:22]=[CH:23][C:24]([N:27]3[CH2:32][CH2:31][NH:30][CH2:29][CH2:28]3)=[CH:25][N:26]=2)[C:15](=[O:19])[N:16]([CH3:18])[CH:17]=1)(=[O:3])[CH3:2], predict the reactants needed to synthesize it. The reactants are: [C:1]([O:4][CH2:5][C:6]1[C:7]([N:40]2[CH2:51][CH2:50][N:49]3[C:42](=[CH:43][C:44]4[CH2:45][C:46]([CH3:53])([CH3:52])[CH2:47][C:48]=43)[C:41]2=[O:54])=[N:8][CH:9]=[CH:10][C:11]=1[C:12]1[CH:13]=[C:14]([NH:20][C:21]2[N:26]=[CH:25][C:24]([N:27]3[CH2:32][CH2:31][N:30](C(OC(C)(C)C)=O)[CH2:29][CH2:28]3)=[CH:23][CH:22]=2)[C:15](=[O:19])[N:16]([CH3:18])[CH:17]=1)(=[O:3])[CH3:2].Cl.CO. (3) Given the product [CH3:12][N:13]([CH2:8][C:7]1[CH:10]=[CH:11][C:4]([N+:1]([O-:3])=[O:2])=[CH:5][CH:6]=1)[CH2:14][C:15]#[CH:16], predict the reactants needed to synthesize it. The reactants are: [N+:1]([C:4]1[CH:11]=[CH:10][C:7]([CH2:8]Cl)=[CH:6][CH:5]=1)([O-:3])=[O:2].[CH3:12][NH:13][CH2:14][C:15]#[CH:16].